This data is from NCI-60 drug combinations with 297,098 pairs across 59 cell lines. The task is: Regression. Given two drug SMILES strings and cell line genomic features, predict the synergy score measuring deviation from expected non-interaction effect. (1) Synergy scores: CSS=25.4, Synergy_ZIP=-4.03, Synergy_Bliss=-0.128, Synergy_Loewe=-53.4, Synergy_HSA=1.33. Cell line: MALME-3M. Drug 2: C(CCl)NC(=O)N(CCCl)N=O. Drug 1: CC1CCC2CC(C(=CC=CC=CC(CC(C(=O)C(C(C(=CC(C(=O)CC(OC(=O)C3CCCCN3C(=O)C(=O)C1(O2)O)C(C)CC4CCC(C(C4)OC)O)C)C)O)OC)C)C)C)OC. (2) Drug 1: CC1OCC2C(O1)C(C(C(O2)OC3C4COC(=O)C4C(C5=CC6=C(C=C35)OCO6)C7=CC(=C(C(=C7)OC)O)OC)O)O. Drug 2: CC12CCC3C(C1CCC2OP(=O)(O)O)CCC4=C3C=CC(=C4)OC(=O)N(CCCl)CCCl.[Na+]. Cell line: SNB-75. Synergy scores: CSS=15.6, Synergy_ZIP=-7.46, Synergy_Bliss=-6.12, Synergy_Loewe=-34.7, Synergy_HSA=-3.73. (3) Drug 1: C1=CC(=CC=C1CCC2=CNC3=C2C(=O)NC(=N3)N)C(=O)NC(CCC(=O)O)C(=O)O. Drug 2: C(=O)(N)NO. Cell line: SK-MEL-28. Synergy scores: CSS=5.20, Synergy_ZIP=-3.62, Synergy_Bliss=-3.51, Synergy_Loewe=-27.8, Synergy_HSA=-3.94. (4) Drug 1: CC1=C(N=C(N=C1N)C(CC(=O)N)NCC(C(=O)N)N)C(=O)NC(C(C2=CN=CN2)OC3C(C(C(C(O3)CO)O)O)OC4C(C(C(C(O4)CO)O)OC(=O)N)O)C(=O)NC(C)C(C(C)C(=O)NC(C(C)O)C(=O)NCCC5=NC(=CS5)C6=NC(=CS6)C(=O)NCCC[S+](C)C)O. Drug 2: CN(C(=O)NC(C=O)C(C(C(CO)O)O)O)N=O. Cell line: UACC-257. Synergy scores: CSS=7.64, Synergy_ZIP=-2.77, Synergy_Bliss=-2.05, Synergy_Loewe=-8.13, Synergy_HSA=-1.47. (5) Synergy scores: CSS=-4.63, Synergy_ZIP=3.66, Synergy_Bliss=3.96, Synergy_Loewe=-0.945, Synergy_HSA=-1.21. Drug 1: CS(=O)(=O)C1=CC(=C(C=C1)C(=O)NC2=CC(=C(C=C2)Cl)C3=CC=CC=N3)Cl. Drug 2: COC1=C2C(=CC3=C1OC=C3)C=CC(=O)O2. Cell line: M14. (6) Drug 1: CC12CCC3C(C1CCC2=O)CC(=C)C4=CC(=O)C=CC34C. Drug 2: C1=NC2=C(N=C(N=C2N1C3C(C(C(O3)CO)O)O)F)N. Cell line: NCI/ADR-RES. Synergy scores: CSS=48.7, Synergy_ZIP=-5.65, Synergy_Bliss=-2.96, Synergy_Loewe=-6.87, Synergy_HSA=-0.792. (7) Drug 1: C1=NC2=C(N1)C(=S)N=C(N2)N. Cell line: SK-MEL-28. Synergy scores: CSS=16.6, Synergy_ZIP=-7.25, Synergy_Bliss=-4.80, Synergy_Loewe=-4.95, Synergy_HSA=-4.01. Drug 2: C1CC(C1)(C(=O)O)C(=O)O.[NH2-].[NH2-].[Pt+2].